This data is from Peptide-MHC class I binding affinity with 185,985 pairs from IEDB/IMGT. The task is: Regression. Given a peptide amino acid sequence and an MHC pseudo amino acid sequence, predict their binding affinity value. This is MHC class I binding data. (1) The peptide sequence is LSDLCNFLV. The MHC is HLA-B46:01 with pseudo-sequence HLA-B46:01. The binding affinity (normalized) is 0.0847. (2) The MHC is HLA-A02:01 with pseudo-sequence HLA-A02:01. The peptide sequence is LPWTKISET. The binding affinity (normalized) is 0.